This data is from Reaction yield outcomes from USPTO patents with 853,638 reactions. The task is: Predict the reaction yield, written as a fraction of the theoretical maximum amount of product (1.0 means a 100% yield; for example, 0.34 means a 34% yield). (1) The reactants are Cl.[NH2:2][C@@H:3]([C:28]([CH3:31])([CH3:30])[CH3:29])[C:4]([N:6]1[CH2:10][C@H:9]([OH:11])[CH2:8][C@H:7]1[C:12]([NH:14][CH2:15][C:16]1[CH:21]=[CH:20][C:19]([C:22]2[S:26][CH:25]=[N:24][C:23]=2[CH3:27])=[CH:18][CH:17]=1)=[O:13])=[O:5].[CH3:32][C:33]1([C:37](O)=[O:38])[CH2:36][O:35][CH2:34]1.CCN(C(C)C)C(C)C.CN(C(ON1N=NC2C=CC=NC1=2)=[N+](C)C)C.F[P-](F)(F)(F)(F)F. The catalyst is CN(C=O)C. The product is [CH3:29][C:28]([CH3:31])([CH3:30])[C@H:3]([NH:2][C:37]([C:33]1([CH3:32])[CH2:36][O:35][CH2:34]1)=[O:38])[C:4]([N:6]1[CH2:10][C@H:9]([OH:11])[CH2:8][C@H:7]1[C:12]([NH:14][CH2:15][C:16]1[CH:21]=[CH:20][C:19]([C:22]2[S:26][CH:25]=[N:24][C:23]=2[CH3:27])=[CH:18][CH:17]=1)=[O:13])=[O:5]. The yield is 0.800. (2) The reactants are [CH:1]1[C:6](=[O:7])[C:5]([OH:8])=[CH:4][O:3][C:2]=1[CH2:9]Cl.Cl. The catalyst is [Zn].O. The product is [OH:8][C:5]1[C:6](=[O:7])[CH:1]=[C:2]([CH3:9])[O:3][CH:4]=1. The yield is 0.650.